From a dataset of Catalyst prediction with 721,799 reactions and 888 catalyst types from USPTO. Predict which catalyst facilitates the given reaction. (1) Product: [CH:1]1([CH:4]([O:6][C:7](=[O:34])[NH:8][C:9]2[CH:14]=[CH:13][C:12]([C:15]3[N:16]([CH:30]4[CH2:33][CH2:32][CH2:31]4)[C:17]4[C:22]([C:23]=3[C:24]#[N:25])=[CH:21][CH:20]=[C:19]([O:26][CH2:27][CH2:28][N:38]3[CH:42]=[N:41][CH:40]=[N:39]3)[CH:18]=4)=[CH:11][CH:10]=2)[CH3:5])[CH2:3][CH2:2]1. The catalyst class is: 705. Reactant: [CH:1]1([CH:4]([O:6][C:7](=[O:34])[NH:8][C:9]2[CH:14]=[CH:13][C:12]([C:15]3[N:16]([CH:30]4[CH2:33][CH2:32][CH2:31]4)[C:17]4[C:22]([C:23]=3[C:24]#[N:25])=[CH:21][CH:20]=[C:19]([O:26][CH2:27][CH2:28]Cl)[CH:18]=4)=[CH:11][CH:10]=2)[CH3:5])[CH2:3][CH2:2]1.[I-].[Na+].[Na].[NH:38]1[CH:42]=[N:41][CH:40]=[N:39]1. (2) Reactant: [Cl:1][C:2]1[CH:7]=[CH:6][C:5]([CH2:8][CH:9]([NH:13][CH:14]=O)[CH:10]([CH3:12])[CH3:11])=[CH:4][C:3]=1[O:16][CH2:17][CH2:18][O:19][CH3:20].O=P(Cl)(Cl)Cl.[NH4+].[OH-]. Product: [Cl:1][C:2]1[CH:7]=[C:6]2[C:5]([CH2:8][CH:9]([CH:10]([CH3:12])[CH3:11])[N:13]=[CH:14]2)=[CH:4][C:3]=1[O:16][CH2:17][CH2:18][O:19][CH3:20]. The catalyst class is: 2. (3) Product: [Cl:39][C:24]1[C:25]([NH:27][C@@H:28]2[CH2:33][CH2:32][CH2:31][CH2:30][C@H:29]2[NH:34][S:35]([CH3:38])(=[O:37])=[O:36])=[N:26][C:21]([NH:1][C:2]2[C:17]([O:18][CH3:19])=[CH:16][C:5]3[CH:6]([CH2:14][CH3:15])[C:7](=[O:13])[N:8]([CH2:11][CH3:12])[CH2:9][CH2:10][C:4]=3[CH:3]=2)=[N:22][CH:23]=1. Reactant: [NH2:1][C:2]1[C:17]([O:18][CH3:19])=[CH:16][C:5]2[CH:6]([CH2:14][CH3:15])[C:7](=[O:13])[N:8]([CH2:11][CH3:12])[CH2:9][CH2:10][C:4]=2[CH:3]=1.Cl[C:21]1[N:26]=[C:25]([NH:27][C@@H:28]2[CH2:33][CH2:32][CH2:31][CH2:30][C@H:29]2[NH:34][S:35]([CH3:38])(=[O:37])=[O:36])[C:24]([Cl:39])=[CH:23][N:22]=1.C12(CS(O)(=O)=O)C(C)(C)C(CC1)CC2=O.C(O)(C)C.C(=O)(O)[O-].[Na+]. The catalyst class is: 6. (4) Reactant: I[C:2]1[CH:7]=[CH:6][C:5]([CH3:8])=[CH:4][CH:3]=1.[C:9]1(Cl)[C:10](=[CH:14][C:15](=[CH:19][C:20]=1[N+:21]([O-:23])=[O:22])[N+:16]([O-:18])=[O:17])[N+:11]([O-:13])=[O:12]. Product: [N+:21]([C:20]1[CH:19]=[C:15]([N+:16]([O-:18])=[O:17])[CH:14]=[C:10]([N+:11]([O-:13])=[O:12])[C:9]=1[C:2]1[CH:7]=[CH:6][C:5]([CH3:8])=[CH:4][CH:3]=1)([O-:23])=[O:22]. The catalyst class is: 536. (5) Reactant: [O:1]1[CH2:6][CH2:5][C:4](=[O:7])[CH2:3][CH2:2]1.II.Br[CH2:11][C:12]([O:14][CH2:15][CH3:16])=[O:13].S(=O)(=O)(O)O. Product: [OH:7][C:4]1([CH2:11][C:12]([O:14][CH2:15][CH3:16])=[O:13])[CH2:5][CH2:6][O:1][CH2:2][CH2:3]1. The catalyst class is: 772.